From a dataset of Catalyst prediction with 721,799 reactions and 888 catalyst types from USPTO. Predict which catalyst facilitates the given reaction. (1) Reactant: [C:1](O)(=O)[CH2:2][C:3]([OH:5])=[O:4].[CH2:8]([C:10]1[S:14][C:13](C=O)=[CH:12][CH:11]=1)[CH3:9].N1CCCCC1.Cl. Product: [CH2:8]([C:10]1[S:14][C:13](/[CH:1]=[CH:2]/[C:3]([OH:5])=[O:4])=[CH:12][CH:11]=1)[CH3:9]. The catalyst class is: 228. (2) Reactant: CN1[C@@H]2CC3C=CC(O)=C4O[C@H]5C(OC)=CC=C2[C@]5(C=34)CC1.ClC1C=C(C=CC=1)C(OO)=O.[CH3:34][N:35]1[C@H:45]2[CH2:46][C:47]3[CH:52]=[CH:51][C:50]([OH:53])=[C:49]4[O:54][C@H:39]5[C:40]([CH:42]=[CH:43][C@:44]2([OH:55])[C@:38]5([C:48]=34)[CH2:37][CH2:36]1)=[O:41].[H][H]. Product: [CH3:34][N:35]1[C@@H:45]2[CH2:46][C:47]3=[CH:52][CH:51]=[C:50]([OH:53])[C:49]4[O:54][C@H:39]5[C:40]([CH2:42][CH2:43][C@:44]2([OH:55])[C@:38]5([C:48]=43)[CH2:37][CH2:36]1)=[O:41]. The catalyst class is: 331. (3) Reactant: [CH3:1][O:2][C:3](=[O:11])[C:4]1[CH:9]=[CH:8][CH:7]=[N:6][C:5]=1F.[F:12][C:13]([F:19])([F:18])[C:14]([NH2:17])([CH3:16])[CH3:15]. Product: [F:12][C:13]([F:19])([F:18])[C:14]([NH:17][C:5]1[N:6]=[CH:7][CH:8]=[CH:9][C:4]=1[C:3]([O:2][CH3:1])=[O:11])([CH3:16])[CH3:15]. The catalyst class is: 2. (4) The catalyst class is: 2. Product: [CH3:39][S:40]([NH:1][C:2]1[CH:3]=[CH:4][C:5]([C:8]2[C:17](=[O:18])[C:16]3[C:11](=[CH:12][C:13]([O:19][CH2:20][C:21]4[CH:22]=[C:23]([CH:30]=[CH:31][CH:32]=4)[C:24]([O:26][CH2:27][CH:28]=[CH2:29])=[O:25])=[CH:14][CH:15]=3)[O:10][CH:9]=2)=[CH:6][CH:7]=1)(=[O:42])=[O:41]. Reactant: [NH2:1][C:2]1[CH:7]=[CH:6][C:5]([C:8]2[C:17](=[O:18])[C:16]3[C:11](=[CH:12][C:13]([O:19][CH2:20][C:21]4[CH:22]=[C:23]([CH:30]=[CH:31][CH:32]=4)[C:24]([O:26][CH2:27][CH:28]=[CH2:29])=[O:25])=[CH:14][CH:15]=3)[O:10][CH:9]=2)=[CH:4][CH:3]=1.N1C=CC=CC=1.[CH3:39][S:40](Cl)(=[O:42])=[O:41]. (5) Reactant: [NH2:1][N:2]1[C:6]([C:7]([O:9]C)=[O:8])=[CH:5][N:4]=[C:3]1[C:11]1[CH:16]=[CH:15][C:14]([F:17])=[CH:13][CH:12]=1.O1CCCC1.[OH-].[Li+].Cl. The catalyst class is: 6. Product: [NH2:1][N:2]1[C:6]([C:7]([OH:9])=[O:8])=[CH:5][N:4]=[C:3]1[C:11]1[CH:16]=[CH:15][C:14]([F:17])=[CH:13][CH:12]=1. (6) Reactant: [OH-].[Na+].O.C([O:6][C:7](=[O:29])[CH2:8][N:9]1[C:17]2[CH2:16][CH2:15][CH2:14][C:13](=[N:18][OH:19])[C:12]=2[C:11]([S:20][C:21]2[CH:26]=[CH:25][C:24]([Cl:27])=[CH:23][CH:22]=2)=[C:10]1[CH3:28])C.C(O)(=O)C. Product: [Cl:27][C:24]1[CH:25]=[CH:26][C:21]([S:20][C:11]2[C:12]3[C:13](=[N:18][OH:19])[CH2:14][CH2:15][CH2:16][C:17]=3[N:9]([CH2:8][C:7]([OH:29])=[O:6])[C:10]=2[CH3:28])=[CH:22][CH:23]=1. The catalyst class is: 8.